From a dataset of Full USPTO retrosynthesis dataset with 1.9M reactions from patents (1976-2016). Predict the reactants needed to synthesize the given product. (1) The reactants are: C(=O)([O-])O.[Na+].[Br-].[CH3:7][C:8]1[CH:13]=[CH:12][CH:11]=[CH:10][N+:9]=1[CH2:14][C:15](=O)[C:16]1[CH:21]=[CH:20][CH:19]=[CH:18][CH:17]=1. Given the product [C:16]1([C:15]2[CH:7]=[C:8]3[N:9]([CH:14]=2)[CH:10]=[CH:11][CH:12]=[CH:13]3)[CH:21]=[CH:20][CH:19]=[CH:18][CH:17]=1, predict the reactants needed to synthesize it. (2) Given the product [C:1]([C:5]1[CH:10]=[C:9]([NH2:11])[CH:8]=[C:7]([NH2:19])[CH:6]=1)([CH3:4])([CH3:2])[CH3:3], predict the reactants needed to synthesize it. The reactants are: [C:1]([C:5]1[CH:6]=[C:7]([NH:19]C(=O)OC(C)(C)C)[CH:8]=[C:9]([NH:11]C(=O)OC(C)(C)C)[CH:10]=1)([CH3:4])([CH3:3])[CH3:2].C(O)(C(F)(F)F)=O. (3) The reactants are: O.[O:2]=[CH:3][C@@H:4]([C@@H:6]([C@H:8]([C@H:10]([CH3:12])[OH:11])[OH:9])[OH:7])[OH:5].[CH3:13]O. Given the product [O:2]([CH3:13])[C@@H:3]1[O:11][C@@H:10]([CH3:12])[C@H:8]([OH:9])[C@@H:6]([OH:7])[C@H:4]1[OH:5].[O:2]([CH3:13])[C@H:3]1[O:11][C@@H:10]([CH3:12])[C@H:8]([OH:9])[C@@H:6]([OH:7])[C@H:4]1[OH:5], predict the reactants needed to synthesize it. (4) Given the product [Cl:33][C:26]1[CH:27]=[N+:28]([O-:32])[CH:29]=[C:30]([Cl:31])[C:25]=1[CH2:24][C@@H:23]([C:34]1[CH:39]=[CH:38][C:37]([O:40][CH:41]([F:42])[F:43])=[C:36]([O:44][CH2:45][CH:46]2[CH2:47][CH2:48]2)[CH:35]=1)[O:22][C:20](=[O:21])[CH2:19][O:18][C:16](=[O:17])[C:15]1[CH:49]=[CH:50][C:51]([O:52][CH3:53])=[C:13]([NH:8][S:9]([CH3:12])(=[O:11])=[O:10])[CH:14]=1, predict the reactants needed to synthesize it. The reactants are: C(OC([N:8]([C:13]1[CH:14]=[C:15]([CH:49]=[CH:50][C:51]=1[O:52][CH3:53])[C:16]([O:18][CH2:19][C:20]([O:22][C@H:23]([C:34]1[CH:39]=[CH:38][C:37]([O:40][CH:41]([F:43])[F:42])=[C:36]([O:44][CH2:45][CH:46]2[CH2:48][CH2:47]2)[CH:35]=1)[CH2:24][C:25]1[C:30]([Cl:31])=[CH:29][N+:28]([O-:32])=[CH:27][C:26]=1[Cl:33])=[O:21])=[O:17])[S:9]([CH3:12])(=[O:11])=[O:10])=O)(C)(C)C.O1CCOCC1. (5) The reactants are: Cl[C:2]1[C:3]2[N:10]([CH2:11][CH2:12][NH:13][C:14](=[O:20])[O:15][C:16]([CH3:19])([CH3:18])[CH3:17])[CH:9]=[CH:8][C:4]=2[N:5]=[CH:6][N:7]=1.[S:21]1[C:25]2[CH:26]=[CH:27][CH:28]=[C:29]([O:30][C:31]3[CH:37]=[CH:36][C:34]([NH2:35])=[CH:33][C:32]=3[F:38])[C:24]=2[CH:23]=[N:22]1. Given the product [S:21]1[C:25]2[CH:26]=[CH:27][CH:28]=[C:29]([O:30][C:31]3[CH:37]=[CH:36][C:34]([NH:35][C:2]4[C:3]5[N:10]([CH2:11][CH2:12][NH:13][C:14](=[O:20])[O:15][C:16]([CH3:19])([CH3:18])[CH3:17])[CH:9]=[CH:8][C:4]=5[N:5]=[CH:6][N:7]=4)=[CH:33][C:32]=3[F:38])[C:24]=2[CH:23]=[N:22]1, predict the reactants needed to synthesize it. (6) The reactants are: N[C:2]1[CH:7]=[CH:6][C:5]([N+:8]([O-:10])=[O:9])=[CH:4][C:3]=1[I:11].N([O-])=O.[Na+].[ClH:16]. Given the product [Cl:16][C:2]1[CH:7]=[CH:6][C:5]([N+:8]([O-:10])=[O:9])=[CH:4][C:3]=1[I:11], predict the reactants needed to synthesize it. (7) Given the product [Br:13][C:14]1[CH:21]=[CH:20][C:17]([CH2:18][N:3]([CH2:1][CH3:2])[C:4](=[O:6])[CH3:5])=[CH:16][CH:15]=1, predict the reactants needed to synthesize it. The reactants are: [CH2:1]([NH:3][C:4](=[O:6])[CH3:5])[CH3:2].CC(C)([O-])C.[K+].[Br:13][C:14]1[CH:21]=[CH:20][C:17]([CH2:18]Br)=[CH:16][CH:15]=1.C(OC(=O)C)C.